From a dataset of Peptide-MHC class I binding affinity with 185,985 pairs from IEDB/IMGT. Regression. Given a peptide amino acid sequence and an MHC pseudo amino acid sequence, predict their binding affinity value. This is MHC class I binding data. (1) The peptide sequence is YLEGLIHEV. The MHC is H-2-Db with pseudo-sequence H-2-Db. The binding affinity (normalized) is 0.393. (2) The peptide sequence is FPYSTFPII. The MHC is Mamu-B03 with pseudo-sequence Mamu-B03. The binding affinity (normalized) is 0. (3) The peptide sequence is SLLFREVWK. The MHC is HLA-A03:01 with pseudo-sequence HLA-A03:01. The binding affinity (normalized) is 0.664.